Predict the reaction yield, written as a fraction of the theoretical maximum amount of product (1.0 means a 100% yield; for example, 0.34 means a 34% yield). From a dataset of Reaction yield outcomes from USPTO patents with 853,638 reactions. (1) The reactants are [N+:1]([C:4]1[CH:15]=[CH:14][C:7]2[O:8][CH:9]([CH2:12][OH:13])[CH2:10][O:11][C:6]=2[CH:5]=1)([O-])=O. The catalyst is CO.[Pd]. The product is [NH2:1][C:4]1[CH:15]=[CH:14][C:7]2[O:8][CH:9]([CH2:12][OH:13])[CH2:10][O:11][C:6]=2[CH:5]=1. The yield is 0.770. (2) The yield is 0.510. The reactants are [CH3:1][C:2]1[CH:18]=[CH:17][C:5]2[N:6](N)[CH:7]([C:10]3[CH:15]=[CH:14][CH:13]=[CH:12][CH:11]=3)[CH2:8][O:9][C:4]=2[CH:3]=1.[C:19]1(=O)[CH2:24][CH2:23][CH2:22][C:21](=[O:25])[CH2:20]1.O.C1(C)C=CC(S(O)(=O)=O)=CC=1. The product is [CH3:1][C:2]1[CH:18]=[C:17]2[C:5]3=[C:4]([O:9][CH2:8][CH:7]([C:10]4[CH:15]=[CH:14][CH:13]=[CH:12][CH:11]=4)[N:6]3[C:19]3[CH2:24][CH2:23][CH2:22][C:21](=[O:25])[C:20]2=3)[CH:3]=1. The catalyst is C1(C)C=CC=CC=1. (3) The reactants are [Cl-].[Cl-].[Cl-].[Al+3].[C:5]1([O:11][CH3:12])[CH:10]=[CH:9][CH:8]=[CH:7][CH:6]=1.[Br:13][C:14]1[CH:15]=[CH:16][C:17]([Cl:23])=[C:18]([CH:22]=1)[C:19](Cl)=[O:20].Cl. The catalyst is C(Cl)Cl.C(O)C. The product is [Br:13][C:14]1[CH:15]=[CH:16][C:17]([Cl:23])=[C:18]([C:19]([C:8]2[CH:9]=[CH:10][C:5]([O:11][CH3:12])=[CH:6][CH:7]=2)=[O:20])[CH:22]=1. The yield is 0.710. (4) The reactants are [NH2:1][C@@H:2]([CH3:42])[C:3]([NH:5][C:6]1[CH:7]=[C:8]2[C:13](=[CH:14][C:15]=1[O:16][CH2:17][CH2:18][CH2:19][N:20]1[CH2:25][CH2:24][O:23][CH2:22][CH2:21]1)[N:12]=[CH:11][N:10]=[C:9]2[NH:26][C:27]1[CH:32]=[CH:31][C:30]([O:33][CH2:34][C:35]2[CH:40]=[CH:39][CH:38]=[CH:37][N:36]=2)=[C:29]([Cl:41])[CH:28]=1)=[O:4].[C:43](Cl)(=[O:46])[CH:44]=[CH2:45].C(=O)(O)[O-].[Na+]. The catalyst is C1COCC1.O. The product is [Cl:41][C:29]1[CH:28]=[C:27]([NH:26][C:9]2[C:8]3[C:13](=[CH:14][C:15]([O:16][CH2:17][CH2:18][CH2:19][N:20]4[CH2:25][CH2:24][O:23][CH2:22][CH2:21]4)=[C:6]([NH:5][C:3]([C@@H:2]([NH:1][C:43](=[O:46])[CH:44]=[CH2:45])[CH3:42])=[O:4])[CH:7]=3)[N:12]=[CH:11][N:10]=2)[CH:32]=[CH:31][C:30]=1[O:33][CH2:34][C:35]1[CH:40]=[CH:39][CH:38]=[CH:37][N:36]=1. The yield is 0.330. (5) The product is [Br:11][C:6]1[C:5]([F:12])=[CH:4][CH:3]=[C:2]2[C:7]=1[C:8](=[O:10])[N:13]([C:14]1[CH:22]=[CH:18][CH:17]=[CH:16][CH:15]=1)[C:45]([C@@H:33]1[CH2:34][C@H:35]([O:37][Si:38]([C:41]([CH3:42])([CH3:43])[CH3:44])([CH3:40])[CH3:39])[CH2:36][N:32]1[C:30]([O:29][C:25]([CH3:26])([CH3:28])[CH3:27])=[O:31])=[N:1]2. The catalyst is N1C=CC=CC=1. The yield is 0.170. The reactants are [NH2:1][C:2]1[C:7]([C:8]([OH:10])=O)=[C:6]([Br:11])[C:5]([F:12])=[CH:4][CH:3]=1.[NH2:13][C:14]1[CH:15]=[C:16](F)[C:17](Br)=[C:18]([CH:22]=1)C(O)=O.[C:25]([O:29][C:30]([N:32]1[CH2:36][C@@H:35]([O:37][Si:38]([C:41]([CH3:44])([CH3:43])[CH3:42])([CH3:40])[CH3:39])[CH2:34][C@H:33]1[C:45](O)=O)=[O:31])([CH3:28])([CH3:27])[CH3:26].C1(OP(OC2C=CC=CC=2)OC2C=CC=CC=2)C=CC=CC=1.NC1C=CC=CC=1. (6) The reactants are Cl.Br[CH2:3][C:4]([O:6][CH2:7][CH3:8])=[O:5].[CH:9]1(/[C:12](=[N:14]/[S:15]([C:17]([CH3:20])([CH3:19])[CH3:18])=[O:16])/[CH3:13])[CH2:11][CH2:10]1. The catalyst is C1COCC1.[Zn].[Cu]Cl. The product is [C:17]([S:15]([NH:14][C:12]([CH:9]1[CH2:11][CH2:10]1)([CH3:13])[CH2:3][C:4]([O:6][CH2:7][CH3:8])=[O:5])=[O:16])([CH3:18])([CH3:19])[CH3:20]. The yield is 0.790. (7) The reactants are [C:13](P([C:13]([CH3:16])([CH3:15])[CH3:14])(N(CC)CC)([O-])[O-])([CH3:16])([CH3:15])[CH3:14].[CH:17]1([N:20]([CH2:54][CH2:55][OH:56])[CH2:21][CH2:22][CH2:23][O:24][C:25]2[CH:34]=[C:33]3[C:28]([C:29]([NH:35][C:36]4[CH:40]=[C:39]([CH2:41][C:42]([NH:44][C:45]5[CH:50]=[CH:49][CH:48]=[C:47]([F:51])[CH:46]=5)=[O:43])[NH:38][N:37]=4)=[N:30][CH:31]=[N:32]3)=[CH:27][C:26]=2[O:52][CH3:53])[CH2:19][CH2:18]1.N1C=NN=N1.[O-]O.[C:64]1([CH:70](C)C)[CH:69]=CC=C[CH:65]=1.[P:73]([O:80]CC)([O:77]CC)[O:74]CC. The catalyst is CN(C)C=O.O. The product is [P:73]([O:56][CH2:55][CH2:54][N:20]([CH:17]1[CH2:18][CH2:19]1)[CH2:21][CH2:22][CH2:23][O:24][C:25]1[CH:34]=[C:33]2[C:28]([C:29]([NH:35][C:36]3[CH:40]=[C:39]([CH2:41][C:42]([NH:44][C:45]4[CH:50]=[CH:49][CH:48]=[C:47]([F:51])[CH:46]=4)=[O:43])[NH:38][N:37]=3)=[N:30][CH:31]=[N:32]2)=[CH:27][C:26]=1[O:52][CH3:53])([O:80][C:13]([CH3:14])([CH3:15])[CH3:16])([O:77][C:64]([CH3:70])([CH3:69])[CH3:65])=[O:74]. The yield is 0.590. (8) The reactants are [CH3:1][Si](C=[N+]=[N-])(C)C.[Br:8][CH2:9][CH2:10][C:11]1[CH:19]=[CH:18][C:14]([C:15]([OH:17])=[O:16])=[CH:13][CH:12]=1. The catalyst is CCCCCC.C(Cl)Cl.CO. The product is [Br:8][CH2:9][CH2:10][C:11]1[CH:19]=[CH:18][C:14]([C:15]([O:17][CH3:1])=[O:16])=[CH:13][CH:12]=1. The yield is 0.980.